Dataset: Forward reaction prediction with 1.9M reactions from USPTO patents (1976-2016). Task: Predict the product of the given reaction. (1) Given the reactants [F:1][C:2]1([CH3:16])[CH:11]=[C:10]([S:12]([CH3:15])(=[O:14])=[O:13])[CH:9]=[CH:8][CH:3]1[C:4]([O:6]C)=[O:5].[OH-].[Na+], predict the reaction product. The product is: [F:1][C:2]1([CH3:16])[CH:11]=[C:10]([S:12]([CH3:15])(=[O:14])=[O:13])[CH:9]=[CH:8][CH:3]1[C:4]([OH:6])=[O:5]. (2) Given the reactants Br[C:2]1[CH:3]=[C:4]([C:8]([O:10][CH3:11])=[O:9])[S:5][C:6]=1[Cl:7].C([O-])([O-])=O.[Na+].[Na+].[CH2:18]([N:20]1[C:24](B2OC(C)(C)C(C)(C)O2)=[CH:23][CH:22]=[N:21]1)[CH3:19], predict the reaction product. The product is: [Cl:7][C:6]1[S:5][C:4]([C:8]([O:10][CH3:11])=[O:9])=[CH:3][C:2]=1[C:24]1[N:20]([CH2:18][CH3:19])[N:21]=[CH:22][CH:23]=1.